This data is from Forward reaction prediction with 1.9M reactions from USPTO patents (1976-2016). The task is: Predict the product of the given reaction. (1) The product is: [ClH:26].[F:1][C:2]1[CH:7]=[CH:6][C:5]([C:8]2[C:17](=[O:18])[C:16]3[C:11](=[CH:12][CH:13]=[CH:14][CH:15]=3)[O:10][C:9]=2[CH2:19][N:20]2[CH2:25][CH2:24][O:23][CH2:22][CH2:21]2)=[CH:4][CH:3]=1. Given the reactants [F:1][C:2]1[CH:7]=[CH:6][C:5]([C:8]2[C:17](=[O:18])[C:16]3[C:11](=[CH:12][CH:13]=[CH:14][CH:15]=3)[O:10][C:9]=2[CH2:19][N:20]2[CH2:25][CH2:24][O:23][CH2:22][CH2:21]2)=[CH:4][CH:3]=1.[ClH:26], predict the reaction product. (2) Given the reactants [NH2:1][C:2]1[CH:10]=[C:9]([CH3:11])[C:8]([N+:12]([O-:14])=[O:13])=[CH:7][C:3]=1[C:4]([OH:6])=[O:5].S(=O)(=O)(O)O.[C:20](=O)(O)[O-].[Na+], predict the reaction product. The product is: [NH2:1][C:2]1[CH:10]=[C:9]([CH3:11])[C:8]([N+:12]([O-:14])=[O:13])=[CH:7][C:3]=1[C:4]([O:6][CH3:20])=[O:5]. (3) Given the reactants [F:1][C:2]([F:18])([F:17])[C:3](=[O:16])[CH2:4][C:5]([C:7]1[CH:12]=[CH:11][C:10]([O:13][CH3:14])=[C:9]([CH3:15])[CH:8]=1)=O.[CH3:19][NH:20][NH2:21], predict the reaction product. The product is: [CH3:14][O:13][C:10]1[CH:11]=[CH:12][C:7]([C:5]2[CH2:4][C:3]([C:2]([F:18])([F:17])[F:1])([OH:16])[N:20]([CH3:19])[N:21]=2)=[CH:8][C:9]=1[CH3:15].[CH3:14][O:13][C:10]1[CH:11]=[CH:12][C:7]([C:5]2[N:20]([CH3:19])[N:21]=[C:3]([C:2]([F:18])([F:17])[F:1])[CH:4]=2)=[CH:8][C:9]=1[CH3:15]. (4) Given the reactants [NH:1]1[C:9]2[C:4](=[CH:5][CH:6]=[CH:7][C:8]=2[CH:10]=[O:11])[CH:3]=[CH:2]1.[CH3:12]OS(OC)(=O)=O.[H-].[Na+], predict the reaction product. The product is: [CH3:12][N:1]1[C:9]2[C:4](=[CH:5][CH:6]=[CH:7][C:8]=2[CH:10]=[O:11])[CH:3]=[CH:2]1. (5) Given the reactants [CH3:1][N:2]([CH2:4][C:5]1[N:9]2[CH:10]=[CH:11][CH:12]=[CH:13][C:8]2=[N:7][C:6]=1[C:14]([OH:16])=O)[CH3:3].[C:17]([C:21]1[N:26]=[C:25]([N:27]2[CH2:32][CH2:31][N:30]([CH2:33][CH2:34][CH2:35][CH2:36][NH2:37])[CH2:29][CH2:28]2)[CH:24]=[C:23]([C:38]([F:41])([F:40])[F:39])[N:22]=1)([CH3:20])([CH3:19])[CH3:18], predict the reaction product. The product is: [C:17]([C:21]1[N:26]=[C:25]([N:27]2[CH2:32][CH2:31][N:30]([CH2:33][CH2:34][CH2:35][CH2:36][NH:37][C:14]([C:6]3[N:7]=[C:8]4[CH:13]=[CH:12][CH:11]=[CH:10][N:9]4[C:5]=3[CH2:4][N:2]([CH3:1])[CH3:3])=[O:16])[CH2:29][CH2:28]2)[CH:24]=[C:23]([C:38]([F:40])([F:41])[F:39])[N:22]=1)([CH3:20])([CH3:18])[CH3:19]. (6) Given the reactants [OH:1][S:2]([OH:5])(=[O:4])=[O:3].[CH:6]1[C:7]([CH2:15][C@@H:16]([NH2:33])[CH2:17][C:18]([N:20]2[CH2:32][C:24]3=[N:25][N:26]=[C:27]([C:28]([F:31])([F:30])[F:29])[N:23]3[CH2:22][CH2:21]2)=[O:19])=[C:8]([F:14])[CH:9]=[C:10]([F:13])[C:11]=1[F:12], predict the reaction product. The product is: [CH:6]1[C:7]([CH2:15][C@@H:16]([NH2:33])[CH2:17][C:18]([N:20]2[CH2:32][C:24]3=[N:25][N:26]=[C:27]([C:28]([F:31])([F:30])[F:29])[N:23]3[CH2:22][CH2:21]2)=[O:19])=[C:8]([F:14])[CH:9]=[C:10]([F:13])[C:11]=1[F:12].[S:2]([O-:5])([OH:4])(=[O:3])=[O:1]. (7) Given the reactants C(OC([N:11]1[CH2:16][CH2:15][CH:14]([C:17]2[CH:22]=[CH:21][C:20]([CH2:23][C:24]([O:26][CH3:27])=[O:25])=[CH:19][CH:18]=2)[CH2:13][CH2:12]1)=O)C1C=CC=CC=1, predict the reaction product. The product is: [NH:11]1[CH2:16][CH2:15][CH:14]([C:17]2[CH:22]=[CH:21][C:20]([CH2:23][C:24]([O:26][CH3:27])=[O:25])=[CH:19][CH:18]=2)[CH2:13][CH2:12]1.